Dataset: Catalyst prediction with 721,799 reactions and 888 catalyst types from USPTO. Task: Predict which catalyst facilitates the given reaction. (1) Reactant: [Cl:1][C:2]1[S:6][C:5]([C:7]([OH:9])=O)=[CH:4][C:3]=1[C:10]1[N:14]([CH3:15])[N:13]=[CH:12][CH:11]=1.[NH2:16][C@@H:17]([CH2:30][C:31]1[CH:36]=[C:35]([F:37])[CH:34]=[CH:33][C:32]=1[F:38])[CH2:18][N:19]1[C:27](=[O:28])[C:26]2[C:21](=[CH:22][CH:23]=[CH:24][CH:25]=2)[C:20]1=[O:29].FC1C=CC=C(F)C=1C[C@@H](C(O)=O)N.C1CN([P+](Br)(N2CCCC2)N2CCCC2)CC1.F[P-](F)(F)(F)(F)F.CCN(C(C)C)C(C)C. Product: [Cl:1][C:2]1[S:6][C:5]([C:7]([NH:16][C@H:17]([CH2:18][N:19]2[C:27](=[O:28])[C:26]3[C:21](=[CH:22][CH:23]=[CH:24][CH:25]=3)[C:20]2=[O:29])[CH2:30][C:31]2[CH:36]=[C:35]([F:37])[CH:34]=[CH:33][C:32]=2[F:38])=[O:9])=[CH:4][C:3]=1[C:10]1[N:14]([CH3:15])[N:13]=[CH:12][CH:11]=1. The catalyst class is: 22. (2) Reactant: [CH3:1][O:2][C:3]([C:5]1[NH:9][C:8]([C:10](=O)[CH2:11][CH2:12][C:13]([C:15]2[NH:16][C:17]([C:20]([O:22][CH3:23])=[O:21])=[CH:18][CH:19]=2)=O)=[CH:7][CH:6]=1)=[O:4].C1(C)C=CC=CC=1.COC1C=CC(P2(SP(C3C=CC(OC)=CC=3)(=S)S2)=[S:41])=CC=1. Product: [CH3:1][O:2][C:3]([C:5]1[NH:9][C:8]([C:10]2[S:41][C:13]([C:15]3[NH:16][C:17]([C:20]([O:22][CH3:23])=[O:21])=[CH:18][CH:19]=3)=[CH:12][CH:11]=2)=[CH:7][CH:6]=1)=[O:4]. The catalyst class is: 25. (3) Reactant: [Cl:1][C:2]1[CH:15]=[CH:14][C:5]([CH2:6][N:7]2[CH2:12][CH2:11][CH:10]([NH2:13])[CH2:9][CH2:8]2)=[CH:4][C:3]=1[O:16][CH2:17][CH3:18].[H-].[Na+].[Cl:21][C:22]1[N:27]=[C:26](Cl)[C:25]([CH3:29])=[CH:24][N:23]=1. The catalyst class is: 3. Product: [Cl:1][C:2]1[CH:15]=[CH:14][C:5]([CH2:6][N:7]2[CH2:12][CH2:11][CH:10]([NH:13][C:24]3[C:25]([CH3:29])=[CH:26][N:27]=[C:22]([Cl:21])[N:23]=3)[CH2:9][CH2:8]2)=[CH:4][C:3]=1[O:16][CH2:17][CH3:18]. (4) Reactant: [CH:1]([C:3]1[CH:8]=[CH:7][N:6]=[CH:5][CH:4]=1)=[CH2:2].C(O)(=O)C.[CH:13]1([NH2:16])[CH2:15][CH2:14]1.O. Product: [CH:13]1([NH:16][CH2:2][CH2:1][C:3]2[CH:8]=[CH:7][N:6]=[CH:5][CH:4]=2)[CH2:15][CH2:14]1. The catalyst class is: 28. (5) Reactant: C(OC([N:8]1[CH2:13][CH2:12][CH:11]([CH2:14][N:15]([CH:19]2[CH2:28][CH2:27][C:26]3[C:21](=[CH:22][C:23]([O:29][CH3:30])=[CH:24][CH:25]=3)[CH2:20]2)[CH2:16][CH2:17][CH3:18])[CH2:10][CH2:9]1)=O)(C)(C)C.FC(F)(F)C(O)=O. Product: [CH3:30][O:29][C:23]1[CH:22]=[C:21]2[C:26]([CH2:27][CH2:28][CH:19]([N:15]([CH2:14][CH:11]3[CH2:10][CH2:9][NH:8][CH2:13][CH2:12]3)[CH2:16][CH2:17][CH3:18])[CH2:20]2)=[CH:25][CH:24]=1. The catalyst class is: 2.